From a dataset of Peptide-MHC class I binding affinity with 185,985 pairs from IEDB/IMGT. Regression. Given a peptide amino acid sequence and an MHC pseudo amino acid sequence, predict their binding affinity value. This is MHC class I binding data. (1) The peptide sequence is SGVENKGGYCL. The MHC is H-2-Db with pseudo-sequence H-2-Db. The binding affinity (normalized) is 0.517. (2) The peptide sequence is RSLFNTIAVLY. The MHC is HLA-A02:01 with pseudo-sequence HLA-A02:01. The binding affinity (normalized) is 0.347.